From a dataset of Full USPTO retrosynthesis dataset with 1.9M reactions from patents (1976-2016). Predict the reactants needed to synthesize the given product. (1) Given the product [Br:11][CH2:9][C:8](=[O:10])[CH2:7][CH:1]1[CH2:6][CH2:5][CH2:4][CH2:3][CH2:2]1, predict the reactants needed to synthesize it. The reactants are: [CH:1]1([CH2:7][C:8](=[O:10])[CH3:9])[CH2:6][CH2:5][CH2:4][CH2:3][CH2:2]1.[Br:11]Br.O. (2) Given the product [Cl:19][C:20]1[CH:26]=[C:25]([O:27][C:28]([F:29])([F:30])[F:31])[CH:24]=[CH:23][C:21]=1[N:22]1[C:14]([CH3:15])=[C:13]([C:16]([OH:18])=[O:17])[N:12]=[N:11]1, predict the reactants needed to synthesize it. The reactants are: ClC1C=C(OC)C=CC=1N1[C:14]([CH3:15])=[C:13]([C:16]([OH:18])=[O:17])[N:12]=[N:11]1.[Cl:19][C:20]1[CH:26]=[C:25]([O:27][C:28]([F:31])([F:30])[F:29])[CH:24]=[CH:23][C:21]=1[NH2:22]. (3) Given the product [ClH:1].[C:19]1([NH:18][C:16]([NH:15][C:12]2[CH:13]=[CH:14][C:9]([O:8][C:4]3[CH:3]=[C:2]([NH:30][C:29]4[CH:31]=[C:32]([O:36][CH3:37])[C:33]([O:34][CH3:35])=[C:27]([O:26][CH3:25])[CH:28]=4)[N:7]=[CH:6][N:5]=3)=[CH:10][CH:11]=2)=[O:17])[CH:24]=[CH:23][CH:22]=[CH:21][CH:20]=1, predict the reactants needed to synthesize it. The reactants are: [Cl:1][C:2]1[N:7]=[CH:6][N:5]=[C:4]([O:8][C:9]2[CH:14]=[CH:13][C:12]([NH:15][C:16]([NH:18][C:19]3[CH:24]=[CH:23][CH:22]=[CH:21][CH:20]=3)=[O:17])=[CH:11][CH:10]=2)[CH:3]=1.[CH3:25][O:26][C:27]1[CH:28]=[C:29]([CH:31]=[C:32]([O:36][CH3:37])[C:33]=1[O:34][CH3:35])[NH2:30].C(OCC)(=O)C.O. (4) Given the product [F:39][C:34]1[CH:35]=[C:36]([F:38])[CH:37]=[C:32]([F:31])[C:33]=1[NH:40][C:41](=[O:66])[NH:42][C:43]1[CH:48]=[CH:47][C:46]([C:49]2[S:53][C:52]([CH:54]3[CH2:59][CH2:58][N:57]([CH2:60][C:61]([OH:63])=[O:62])[CH2:56][CH2:55]3)=[N:51][CH:50]=2)=[CH:45][CH:44]=1, predict the reactants needed to synthesize it. The reactants are: FC(F)(F)C1C=C(NC(=O)NC2C=CC(C3SC(CCC(O)=O)=NC=3)=CC=2)C=CC=1.[F:31][C:32]1[CH:37]=[C:36]([F:38])[CH:35]=[C:34]([F:39])[C:33]=1[NH:40][C:41](=[O:66])[NH:42][C:43]1[CH:48]=[CH:47][C:46]([C:49]2[S:53][C:52]([CH:54]3[CH2:59][CH2:58][N:57]([CH2:60][C:61]([O:63]CC)=[O:62])[CH2:56][CH2:55]3)=[N:51][CH:50]=2)=[CH:45][CH:44]=1. (5) Given the product [CH2:33]([NH:40][C:7](=[O:9])[C:6]1[CH:10]=[CH:11][CH:12]=[CH:13][C:5]=1[C:1]([CH3:2])([CH3:3])[CH3:4])[C:34]1[CH:39]=[CH:38][CH:37]=[CH:36][CH:35]=1, predict the reactants needed to synthesize it. The reactants are: [C:1]([C:5]1[CH:13]=[CH:12][CH:11]=[CH:10][C:6]=1[C:7]([OH:9])=O)([CH3:4])([CH3:3])[CH3:2].CN1CCN(C)CC1.ClC1N=C(OC)N=C(OC)N=1.[CH2:33]([NH2:40])[C:34]1[CH:39]=[CH:38][CH:37]=[CH:36][CH:35]=1.C(O)(=O)CC(CC(O)=O)(C(O)=O)O.